Task: Predict the product of the given reaction.. Dataset: Forward reaction prediction with 1.9M reactions from USPTO patents (1976-2016) (1) Given the reactants C([N:8](CC1C=CC=CC=1)[C@@H:9]1[C:15](=[O:16])[NH:14][C:13]2[CH:17]=[C:18]([F:21])[CH:19]=[CH:20][C:12]=2[O:11][C@@H:10]1[CH2:22][CH3:23])C1C=CC=CC=1, predict the reaction product. The product is: [NH2:8][C@@H:9]1[C:15](=[O:16])[NH:14][C:13]2[CH:17]=[C:18]([F:21])[CH:19]=[CH:20][C:12]=2[O:11][C@@H:10]1[CH2:22][CH3:23]. (2) Given the reactants [Cl:1][C:2]1[CH:7]=[CH:6][CH:5]=[CH:4][C:3]=1[C:8]1[C:14]2[CH:15]=[C:16]([C:24]#[N:25])[C:17]([O:19][CH2:20][CH2:21][O:22][CH3:23])=[CH:18][C:13]=2[NH:12][C:11](=O)[CH2:10][N:9]=1.COC1C=CC(P2(SP(C3C=CC(OC)=CC=3)(=S)S2)=[S:36])=CC=1, predict the reaction product. The product is: [Cl:1][C:2]1[CH:7]=[CH:6][CH:5]=[CH:4][C:3]=1[C:8]1[C:14]2[CH:15]=[C:16]([C:24]#[N:25])[C:17]([O:19][CH2:20][CH2:21][O:22][CH3:23])=[CH:18][C:13]=2[NH:12][C:11](=[S:36])[CH2:10][N:9]=1. (3) Given the reactants C(OC(=O)[NH:7][C@H:8]([C:22]([N:24]1[CH2:28][CH2:27][C@H:26]([F:29])[CH2:25]1)=[O:23])[C@H:9]([CH:11]1[CH2:16][CH2:15][CH:14]([N:17]([C:19](=[O:21])[CH3:20])[CH3:18])[CH2:13][CH2:12]1)[CH3:10])(C)(C)C.[F:31][C:32]([F:37])([F:36])[C:33]([OH:35])=[O:34], predict the reaction product. The product is: [F:31][C:32]([F:37])([F:36])[C:33]([O-:35])=[O:34].[C:19]([N:17]([CH3:18])[CH:14]1[CH2:13][CH2:12][CH:11]([C@H:9]([CH3:10])[C@H:8]([NH3+:7])[C:22]([N:24]2[CH2:28][CH2:27][C@H:26]([F:29])[CH2:25]2)=[O:23])[CH2:16][CH2:15]1)(=[O:21])[CH3:20]. (4) Given the reactants F[C:2]1[CH:3]=[C:4]([C:10]#[N:11])[CH:5]=[C:6]([CH:9]=1)[C:7]#[N:8].O[C:13]1([C:19]([F:22])([F:21])[F:20])[CH:17]=[CH:16][N:15]([CH3:18])[NH:14]1.C(=O)([O-])[O-:24].[K+].[K+].CN(C)C=O, predict the reaction product. The product is: [CH3:18][N:15]1[C:16]([O:24][C:2]2[CH:3]=[C:4]([C:10]#[N:11])[CH:5]=[C:6]([CH:9]=2)[C:7]#[N:8])=[CH:17][C:13]([C:19]([F:22])([F:21])[F:20])=[N:14]1. (5) Given the reactants C(N1C2C(=CC=CC=2)C(CC(O)=O)=C1)(=O)N.C([O:19][C:20](=[O:35])[CH2:21][C:22]1[C:30]2[C:25](=[CH:26][CH:27]=[CH:28][CH:29]=2)[N:24]([C:31](=[O:33])[NH2:32])[C:23]=1[CH3:34])C, predict the reaction product. The product is: [C:31]([N:24]1[C:25]2[C:30](=[CH:29][CH:28]=[CH:27][CH:26]=2)[C:22]([CH2:21][C:20]([OH:35])=[O:19])=[C:23]1[CH3:34])(=[O:33])[NH2:32].